This data is from Full USPTO retrosynthesis dataset with 1.9M reactions from patents (1976-2016). The task is: Predict the reactants needed to synthesize the given product. Given the product [O:1]=[C:2]1[CH2:5][N:4]([C:6]([O:8][C:9]([CH3:12])([CH3:11])[CH3:10])=[O:7])[CH2:3]1, predict the reactants needed to synthesize it. The reactants are: [OH:1][CH:2]1[CH2:5][N:4]([C:6]([O:8][C:9]([CH3:12])([CH3:11])[CH3:10])=[O:7])[CH2:3]1.[Br-].[K+].C(=O)(O)[O-].[Na+].Cl[O-].[Na+].